This data is from Forward reaction prediction with 1.9M reactions from USPTO patents (1976-2016). The task is: Predict the product of the given reaction. (1) Given the reactants [Cl-].[Al+3].[Cl-].[Cl-].[CH:5]1[C:10]2[C:11]([O:13][C:14](=[O:15])[C:9]=2[CH:8]=[C:7]2[C:16]([O:18][C:19](=[O:20])[C:6]=12)=[O:17])=[O:12].[CH2:21]([C:33]1[CH:38]=[CH:37][CH:36]=[CH:35][CH:34]=1)[CH2:22][CH2:23][CH2:24][CH2:25][CH2:26][CH2:27][CH2:28][CH2:29][CH2:30][CH2:31][CH3:32].C(N([CH:45]([CH3:47])[CH3:46])CC)(C)C.Cl, predict the reaction product. The product is: [CH2:21]([C:33]1[CH:34]=[CH:35][C:36]([C:19]([C:6]2[CH:5]=[C:10]([C:11]([OH:13])=[O:12])[C:9]([C:14](=[O:15])[C:36]3[CH:35]=[CH:34][C:33]([CH2:21][CH2:22][CH2:23][CH2:24][CH2:25][CH2:26][CH2:27][CH2:28][CH2:29][CH2:47][CH2:45][CH3:46])=[CH:38][CH:37]=3)=[CH:8][C:7]=2[C:16]([OH:18])=[O:17])=[O:20])=[CH:37][CH:38]=1)[CH2:22][CH2:23][CH2:24][CH2:25][CH2:26][CH2:27][CH2:28][CH2:29][CH2:30][CH2:31][CH3:32]. (2) Given the reactants C(C1C(O)=C(C=C(/C=C/C(=O)C2C=C(OC)[C:19]([O:24][CH3:25])=[C:18]([O:26][CH3:27])[CH:17]=2)C=1)C=O)(C)(C)C.[CH:30]([C:34]1C(O)=[C:36]([CH:39]=[C:40](/[CH:42]=[CH:43]/[C:44](=[O:52])[C:45]2[CH:50]=[CH:49]C(C)=CC=2)[CH:41]=1)[CH:37]=O)([CH2:32][CH3:33])[CH3:31].[C:54]([O:61][CH3:62])(=[O:60])[CH2:55][C:56]([O:58][CH3:59])=[O:57].N1C=CC=C[CH:64]=1.C1C[O:72][CH2:71]C1, predict the reaction product. The product is: [CH:30]([C:34]1[CH:41]=[C:40](/[CH:42]=[CH:43]/[C:44](=[O:52])[C:45]2[CH:17]=[C:18]([O:26][CH3:27])[C:19]([O:24][CH3:25])=[C:49]([O:72][CH3:71])[CH:50]=2)[CH:39]=[C:36]2[C:59]=1[O:58][C:56](=[O:57])[C:55]([C:54]([O:61][CH2:62][CH3:64])=[O:60])=[CH:37]2)([CH2:32][CH3:33])[CH3:31]. (3) Given the reactants [NH2:1][CH2:2][CH:3]1[CH:7]2[CH2:8][CH2:9][CH2:10][CH:6]2[CH2:5][N:4]1C(C1C=C(C)C=CC=1N1N=CC=N1)=O.[CH3:25][C:26]1[CH:27]=[CH:28][C:29]([N:35]2[CH:39]=[N:38][C:37]([C:40]([F:43])([F:42])[F:41])=[N:36]2)=[C:30]([CH:34]=1)[C:31]([OH:33])=O, predict the reaction product. The product is: [NH2:1][CH2:2][CH:3]1[CH:7]2[CH2:8][CH2:9][CH2:10][CH:6]2[CH2:5][N:4]1[C:31]([C:30]1[CH:34]=[C:26]([CH3:25])[CH:27]=[CH:28][C:29]=1[N:35]1[CH:39]=[N:38][C:37]([C:40]([F:43])([F:42])[F:41])=[N:36]1)=[O:33].